Dataset: Peptide-MHC class II binding affinity with 134,281 pairs from IEDB. Task: Regression. Given a peptide amino acid sequence and an MHC pseudo amino acid sequence, predict their binding affinity value. This is MHC class II binding data. (1) The peptide sequence is GRWDGEEEVQLIAAV. The MHC is DRB1_0301 with pseudo-sequence DRB1_0301. The binding affinity (normalized) is 0.278. (2) The peptide sequence is PSFAGLRPTFDTRLM. The MHC is HLA-DPA10103-DPB10401 with pseudo-sequence HLA-DPA10103-DPB10401. The binding affinity (normalized) is 0.218.